From a dataset of Peptide-MHC class I binding affinity with 185,985 pairs from IEDB/IMGT. Regression. Given a peptide amino acid sequence and an MHC pseudo amino acid sequence, predict their binding affinity value. This is MHC class I binding data. (1) The peptide sequence is SSLLWGFYL. The MHC is HLA-A80:01 with pseudo-sequence HLA-A80:01. The binding affinity (normalized) is 0.0847. (2) The peptide sequence is AQVHQGLM. The MHC is Mamu-B03 with pseudo-sequence Mamu-B03. The binding affinity (normalized) is 0. (3) The peptide sequence is QQQGQTVTKK. The MHC is HLA-A31:01 with pseudo-sequence HLA-A31:01. The binding affinity (normalized) is 0.120. (4) The peptide sequence is MWSFNPETNI. The binding affinity (normalized) is 0.0227. The MHC is HLA-A26:01 with pseudo-sequence HLA-A26:01. (5) The peptide sequence is GTIIVHPNK. The MHC is HLA-A25:01 with pseudo-sequence HLA-A25:01. The binding affinity (normalized) is 0.0847. (6) The peptide sequence is GINNVQSLI. The MHC is HLA-A68:02 with pseudo-sequence HLA-A68:02. The binding affinity (normalized) is 0.0448. (7) The peptide sequence is GTHVLLPFY. The MHC is HLA-A11:01 with pseudo-sequence HLA-A11:01. The binding affinity (normalized) is 0.990. (8) The peptide sequence is ETIFTVLAL. The MHC is HLA-A30:01 with pseudo-sequence HLA-A30:01. The binding affinity (normalized) is 0.0847. (9) The peptide sequence is HLFYSAVLL. The MHC is HLA-A02:02 with pseudo-sequence HLA-A02:02. The binding affinity (normalized) is 0.989. (10) The peptide sequence is EMVLNGANL. The MHC is H-2-Kb with pseudo-sequence H-2-Kb. The binding affinity (normalized) is 0.145.